Predict the reactants needed to synthesize the given product. From a dataset of Full USPTO retrosynthesis dataset with 1.9M reactions from patents (1976-2016). (1) Given the product [Cl:15][C:5]1[C:6]([O:13][CH3:14])=[CH:7][C:8]([O:11][CH3:12])=[C:9]([F:10])[C:4]=1[C:3]([OH:16])=[O:2], predict the reactants needed to synthesize it. The reactants are: C[O:2][C:3](=[O:16])[C:4]1[C:9]([F:10])=[C:8]([O:11][CH3:12])[CH:7]=[C:6]([O:13][CH3:14])[C:5]=1[Cl:15].[OH-].[Na+]. (2) Given the product [F:1][C:2]1[CH:3]=[C:4]([C:10]2[O:11][C:12]3[C:17]([C:18](=[O:20])[CH:19]=2)=[CH:16][CH:15]=[CH:14][CH:13]=3)[CH:5]=[CH:6][C:7]=1[OH:8], predict the reactants needed to synthesize it. The reactants are: [F:1][C:2]1[CH:3]=[C:4]([C:10]2[O:11][C:12]3[C:17]([C:18](=[O:20])[CH:19]=2)=[CH:16][CH:15]=[CH:14][CH:13]=3)[CH:5]=[CH:6][C:7]=1[O:8]C.CC(O)=O. (3) Given the product [Cl:1][C:2]1[CH:3]=[C:4]([C:8]2[C:13]([O:14][CH3:15])=[CH:12][CH:11]=[C:10]([CH2:16][C:17]3[CH:18]=[CH:19][C:20]([NH:23][C:26]([NH2:27])=[O:25])=[CH:21][CH:22]=3)[C:9]=2[F:24])[CH:5]=[CH:6][CH:7]=1, predict the reactants needed to synthesize it. The reactants are: [Cl:1][C:2]1[CH:3]=[C:4]([C:8]2[C:13]([O:14][CH3:15])=[CH:12][CH:11]=[C:10]([CH2:16][C:17]3[CH:22]=[CH:21][C:20]([NH2:23])=[CH:19][CH:18]=3)[C:9]=2[F:24])[CH:5]=[CH:6][CH:7]=1.[O-:25][C:26]#[N:27].[Na+].CC(C)=O.CCCCCC. (4) The reactants are: [CH3:1][N:2]1[CH2:8][C:7]2[CH:9]=[CH:10][C:11]([C:13](OC)=[O:14])=[CH:12][C:6]=2[O:5][CH2:4][C@@H:3]1[C:17]1[CH:22]=[CH:21][CH:20]=[CH:19][CH:18]=1.[NH2:23][OH:24].[OH-].[Na+]. Given the product [OH:24][NH:23][C:13]([C:11]1[CH:10]=[CH:9][C:7]2[CH2:8][N:2]([CH3:1])[C@@H:3]([C:17]3[CH:22]=[CH:21][CH:20]=[CH:19][CH:18]=3)[CH2:4][O:5][C:6]=2[CH:12]=1)=[O:14], predict the reactants needed to synthesize it. (5) Given the product [F:16][C:5]1[C:6]([NH:26][CH2:25][CH2:24][O:23][CH3:22])=[N:7][C:2]([NH2:1])=[N:3][C:4]=1[C:17]1[O:18][CH:19]=[CH:20][CH:21]=1, predict the reactants needed to synthesize it. The reactants are: [NH2:1][C:2]1[N:7]=[C:6](OS(C(F)(F)F)(=O)=O)[C:5]([F:16])=[C:4]([C:17]2[O:18][CH:19]=[CH:20][CH:21]=2)[N:3]=1.[CH3:22][O:23][CH2:24][CH2:25][NH2:26]. (6) Given the product [O:1]1[CH:5]=[CH:4][C:3]2[CH:6]=[C:7]3[CH2:11][CH:10]([CH2:12][NH2:13])[C:8]3=[CH:9][C:2]1=2, predict the reactants needed to synthesize it. The reactants are: [O:1]1[CH:5]=[CH:4][C:3]2[CH:6]=[C:7]3[CH2:11][CH:10]([C:12]#[N:13])[C:8]3=[CH:9][C:2]1=2. (7) Given the product [OH:20][C@@H:17]1[CH2:18][CH2:19][N:15]([C:2]2[CH:14]=[CH:13][C:5]([C:6]([O:8][C:9]([CH3:12])([CH3:11])[CH3:10])=[O:7])=[CH:4][CH:3]=2)[CH2:16]1, predict the reactants needed to synthesize it. The reactants are: F[C:2]1[CH:14]=[CH:13][C:5]([C:6]([O:8][C:9]([CH3:12])([CH3:11])[CH3:10])=[O:7])=[CH:4][CH:3]=1.[NH:15]1[CH2:19][CH2:18][C@@H:17]([OH:20])[CH2:16]1.C(=O)([O-])[O-].[K+].[K+].O. (8) Given the product [CH2:14]([O:13][C:11]([C:8]1[CH:9]=[C:10]2[C:5]([CH:4]=[CH:3][CH:2]=[N+:1]2[O-:18])=[CH:6][CH:7]=1)=[O:12])[CH3:15], predict the reactants needed to synthesize it. The reactants are: [N:1]1[C:10]2[C:5](=[CH:6][CH:7]=[C:8]([C:11]([O:13][CH2:14][CH3:15])=[O:12])[CH:9]=2)[CH:4]=[CH:3][CH:2]=1.C(OO)(=[O:18])C.